Dataset: NCI-60 drug combinations with 297,098 pairs across 59 cell lines. Task: Regression. Given two drug SMILES strings and cell line genomic features, predict the synergy score measuring deviation from expected non-interaction effect. (1) Drug 1: C1=CC=C(C=C1)NC(=O)CCCCCCC(=O)NO. Drug 2: CC(C)NC(=O)C1=CC=C(C=C1)CNNC.Cl. Cell line: K-562. Synergy scores: CSS=1.72, Synergy_ZIP=-4.65, Synergy_Bliss=-5.09, Synergy_Loewe=-24.7, Synergy_HSA=-9.01. (2) Drug 2: C(CCl)NC(=O)N(CCCl)N=O. Drug 1: C1=NC2=C(N1)C(=S)N=CN2. Synergy scores: CSS=30.5, Synergy_ZIP=-8.17, Synergy_Bliss=-1.67, Synergy_Loewe=-10.2, Synergy_HSA=-1.90. Cell line: SF-268. (3) Drug 1: C1=CC(=CC=C1CCCC(=O)O)N(CCCl)CCCl. Drug 2: CC1C(C(CC(O1)OC2CC(CC3=C2C(=C4C(=C3O)C(=O)C5=CC=CC=C5C4=O)O)(C(=O)C)O)N)O. Cell line: T-47D. Synergy scores: CSS=38.5, Synergy_ZIP=2.15, Synergy_Bliss=0.814, Synergy_Loewe=-17.3, Synergy_HSA=2.70. (4) Drug 1: CS(=O)(=O)CCNCC1=CC=C(O1)C2=CC3=C(C=C2)N=CN=C3NC4=CC(=C(C=C4)OCC5=CC(=CC=C5)F)Cl. Cell line: SR. Drug 2: C1=NC2=C(N1)C(=S)N=CN2. Synergy scores: CSS=62.3, Synergy_ZIP=2.22, Synergy_Bliss=1.91, Synergy_Loewe=-27.3, Synergy_HSA=-0.272. (5) Drug 1: C(=O)(N)NO. Drug 2: C(CN)CNCCSP(=O)(O)O. Cell line: NCI-H460. Synergy scores: CSS=3.23, Synergy_ZIP=-4.82, Synergy_Bliss=-5.43, Synergy_Loewe=-24.0, Synergy_HSA=-6.67. (6) Drug 1: C1CCC(C1)C(CC#N)N2C=C(C=N2)C3=C4C=CNC4=NC=N3. Drug 2: CCN(CC)CCCC(C)NC1=C2C=C(C=CC2=NC3=C1C=CC(=C3)Cl)OC. Cell line: NCI/ADR-RES. Synergy scores: CSS=13.4, Synergy_ZIP=-6.60, Synergy_Bliss=-4.92, Synergy_Loewe=-13.5, Synergy_HSA=-5.26. (7) Drug 1: C1=CC(=CC=C1CCC2=CNC3=C2C(=O)NC(=N3)N)C(=O)NC(CCC(=O)O)C(=O)O. Drug 2: CC1=CC=C(C=C1)C2=CC(=NN2C3=CC=C(C=C3)S(=O)(=O)N)C(F)(F)F. Cell line: OVCAR3. Synergy scores: CSS=26.6, Synergy_ZIP=-1.33, Synergy_Bliss=-2.39, Synergy_Loewe=-20.0, Synergy_HSA=-0.666.